Regression/Classification. Given a drug SMILES string, predict its absorption, distribution, metabolism, or excretion properties. Task type varies by dataset: regression for continuous measurements (e.g., permeability, clearance, half-life) or binary classification for categorical outcomes (e.g., BBB penetration, CYP inhibition). Dataset: cyp2d6_veith. From a dataset of CYP2D6 inhibition data for predicting drug metabolism from PubChem BioAssay. (1) The molecule is CC(C)(C)NS(=O)(=O)c1ccc(NC(=O)C(Sc2ccccc2)c2ccccc2)cc1. The result is 1 (inhibitor). (2) The molecule is CC(NC(=O)CSc1nc(=O)cc(N)n1CCc1ccccc1)c1ccccc1. The result is 0 (non-inhibitor).